Dataset: Reaction yield outcomes from USPTO patents with 853,638 reactions. Task: Predict the reaction yield, written as a fraction of the theoretical maximum amount of product (1.0 means a 100% yield; for example, 0.34 means a 34% yield). (1) The reactants are [CH2:1]([O:3][C:4](=[CH:10][C:11]1[CH:12]=[N:13][C:14]([O:17][CH2:18][CH2:19][C:20]2[N:21]=[C:22]([C:26]3[CH:31]=[CH:30][CH:29]=[CH:28][CH:27]=3)[O:23][C:24]=2[CH3:25])=[CH:15][CH:16]=1)[C:5]([O:7][CH2:8][CH3:9])=[O:6])[CH3:2]. The catalyst is C(O)C.[Pd]. The product is [CH2:1]([O:3][CH:4]([CH2:10][C:11]1[CH:12]=[N:13][C:14]([O:17][CH2:18][CH2:19][C:20]2[N:21]=[C:22]([C:26]3[CH:31]=[CH:30][CH:29]=[CH:28][CH:27]=3)[O:23][C:24]=2[CH3:25])=[CH:15][CH:16]=1)[C:5]([O:7][CH2:8][CH3:9])=[O:6])[CH3:2]. The yield is 0.560. (2) The reactants are [CH2:1]([O:8][C:9]1[CH:15]=[CH:14][C:12]([NH2:13])=[CH:11][C:10]=1[Cl:16])[C:2]1[CH:7]=[CH:6][CH:5]=[CH:4][CH:3]=1.[C:17](N1C=CN=C1)(N1C=CN=C1)=[S:18]. The catalyst is ClCCl. The product is [CH2:1]([O:8][C:9]1[CH:15]=[CH:14][C:12]([N:13]=[C:17]=[S:18])=[CH:11][C:10]=1[Cl:16])[C:2]1[CH:3]=[CH:4][CH:5]=[CH:6][CH:7]=1. The yield is 0.810. (3) The reactants are [F:1][C:2]1[CH:3]=[CH:4][C:5]([CH3:31])=[C:6]([C:8]([CH3:30])([CH3:29])[CH2:9][C:10]([C:25]([F:28])([F:27])[F:26])([OH:24])[CH2:11][C:12]#[C:13][C:14]2[CH:19]=[CH:18][CH:17]=[C:16]([F:20])[C:15]=2[N+:21]([O-])=O)[CH:7]=1. The catalyst is C(O)C.C(O)(=O)C.C(OCC)C.[Fe]. The product is [NH2:21][C:15]1[C:16]([F:20])=[CH:17][CH:18]=[CH:19][C:14]=1[C:13]#[C:12][CH2:11][C:10]([C:25]([F:28])([F:27])[F:26])([OH:24])[CH2:9][C:8]([C:6]1[CH:7]=[C:2]([F:1])[CH:3]=[CH:4][C:5]=1[CH3:31])([CH3:29])[CH3:30]. The yield is 0.920.